Dataset: Full USPTO retrosynthesis dataset with 1.9M reactions from patents (1976-2016). Task: Predict the reactants needed to synthesize the given product. Given the product [F:1][C:2]1[C:7]([F:8])=[CH:6][CH:5]=[CH:4][C:3]=1[C:9]1[N:17]=[C:12]2[CH:13]=[N:14][N:15]([CH2:19][C:20]3[O:24][N:23]=[C:22]([C:25]4[N:26]=[C:27]([CH2:31][CH3:32])[NH:28][C:29]=4[CH3:30])[CH:21]=3)[CH:16]=[C:11]2[N:10]=1, predict the reactants needed to synthesize it. The reactants are: [F:1][C:2]1[C:7]([F:8])=[CH:6][CH:5]=[CH:4][C:3]=1[C:9]1[N:17]=[C:12]2[CH:13]=[N:14][NH:15][CH:16]=[C:11]2[N:10]=1.Cl[CH2:19][C:20]1[O:24][N:23]=[C:22]([C:25]2[N:26]=[C:27]([CH2:31][CH3:32])[NH:28][C:29]=2[CH3:30])[CH:21]=1.